From a dataset of Forward reaction prediction with 1.9M reactions from USPTO patents (1976-2016). Predict the product of the given reaction. Given the reactants [Cl:1][C:2]1[CH:3]=[C:4]2[C:9](=[CH:10][C:11]=1[O:12][C:13]1[CH:18]=[CH:17][C:16]([C:19](=[O:34])[NH:20][CH2:21][CH2:22][C:23]3[C:24]([O:32][CH3:33])=[N:25][C:26]([CH:29]4[CH2:31][CH2:30]4)=[CH:27][CH:28]=3)=[CH:15][CH:14]=1)[O:8][CH2:7][CH2:6][CH:5]2[C:35]([OH:37])=[O:36].C[O-].[Na+:40], predict the reaction product. The product is: [Na+:40].[Cl:1][C:2]1[CH:3]=[C:4]2[C:9](=[CH:10][C:11]=1[O:12][C:13]1[CH:14]=[CH:15][C:16]([C:19](=[O:34])[NH:20][CH2:21][CH2:22][C:23]3[C:24]([O:32][CH3:33])=[N:25][C:26]([CH:29]4[CH2:31][CH2:30]4)=[CH:27][CH:28]=3)=[CH:17][CH:18]=1)[O:8][CH2:7][CH2:6][CH:5]2[C:35]([O-:37])=[O:36].